This data is from Full USPTO retrosynthesis dataset with 1.9M reactions from patents (1976-2016). The task is: Predict the reactants needed to synthesize the given product. (1) Given the product [CH:35]([N:48]1[CH2:51][CH:50]([O:52][CH:53]([C:62]2[CH:67]=[CH:66][C:65]([Cl:68])=[CH:64][CH:63]=2)[C:54]2[CH:59]=[CH:58][C:57]([Cl:60])=[CH:56][CH:55]=2)[CH2:49]1)([C:42]1[CH:47]=[CH:46][CH:45]=[CH:44][CH:43]=1)[C:36]1[CH:37]=[CH:38][CH:39]=[CH:40][CH:41]=1, predict the reactants needed to synthesize it. The reactants are: C(N1CC(O)C1)(C1C=CC=CC=1)C1C=CC=CC=1.ClC1C=CC(C(O)C2C=CC(Cl)=CC=2)=CC=1.[CH:35]([N:48]1[CH2:51][CH:50]([O:52][CH:53]([C:62]2[CH:67]=[CH:66][C:65]([Cl:68])=[CH:64][CH:63]=2)[C:54]2[CH:59]=[CH:58][C:57]([Cl:60])=[CH:56][C:55]=2Cl)[CH2:49]1)([C:42]1[CH:47]=[CH:46][CH:45]=[CH:44][CH:43]=1)[C:36]1[CH:41]=[CH:40][CH:39]=[CH:38][CH:37]=1. (2) Given the product [OH:1][C:2]1[C:7]2[CH2:8][CH2:9][O:10][C:11]3[C:12](=[CH:13][C:14]4[CH:15]=[CH:16][N:17]([CH3:20])[C:18]=4[CH:19]=3)[C:6]=2[NH:5][C:4](=[O:21])[C:3]=1[C:22]([OH:24])=[O:23], predict the reactants needed to synthesize it. The reactants are: [OH:1][C:2]1[C:7]2[CH2:8][CH2:9][O:10][C:11]3[C:12](=[CH:13][C:14]4[CH:15]=[CH:16][N:17]([CH3:20])[C:18]=4[CH:19]=3)[C:6]=2[NH:5][C:4](=[O:21])[C:3]=1[C:22]([O:24]C)=[O:23].[Li+].[I-].Cl. (3) Given the product [CH3:1][C:2]1[CH:11]=[C:10]2[C:5]([CH:6]=[C:7]([CH2:12][OH:13])[CH:8]=[N:9]2)=[CH:4][CH:3]=1, predict the reactants needed to synthesize it. The reactants are: [CH3:1][C:2]1[CH:11]=[C:10]2[C:5]([CH:6]=[C:7]([CH:12]=[O:13])[CH:8]=[N:9]2)=[CH:4][CH:3]=1.[Li+].[BH4-].C([O-])(O)=O.[Na+].